Predict the reactants needed to synthesize the given product. From a dataset of Full USPTO retrosynthesis dataset with 1.9M reactions from patents (1976-2016). (1) Given the product [NH2:1][C@@H:2]([C:10]([O:12][CH3:13])=[O:11])[CH2:3][C:4]1[CH:9]=[CH:8][CH:7]=[CH:6][CH:5]=1, predict the reactants needed to synthesize it. The reactants are: [NH2:1][C@@H:2]([C:10]([O:12][CH3:13])=[O:11])[CH2:3][C:4]1[CH:9]=[CH:8][CH:7]=[CH:6][CH:5]=1.Cl.C(Cl)(Cl)Cl. (2) The reactants are: [F:1][C:2]1[CH:7]=[CH:6][CH:5]=[C:4]([F:8])[C:3]=1[C:9]1[CH:10]=[C:11]2[C:15](=[CH:16][CH:17]=1)[N:14](C1CCCCO1)[N:13]=[C:12]2[C:24]1[N:29]=[C:28]([NH:30][C@@H:31]2[CH2:35][CH2:34][N:33](C(OC(C)(C)C)=O)[CH2:32]2)[CH:27]=[N:26][CH:25]=1.C(O)(C(F)(F)F)=O. Given the product [F:8][C:4]1[CH:5]=[CH:6][CH:7]=[C:2]([F:1])[C:3]=1[C:9]1[CH:10]=[C:11]2[C:15](=[CH:16][CH:17]=1)[NH:14][N:13]=[C:12]2[C:24]1[N:29]=[C:28]([NH:30][C@@H:31]2[CH2:35][CH2:34][NH:33][CH2:32]2)[CH:27]=[N:26][CH:25]=1, predict the reactants needed to synthesize it. (3) Given the product [Cl:23][C:2]1[N:11]=[C:33]([Cl:35])[C:9]2[C:4](=[CH:5][C:6]([C:13]([O:15][CH3:16])=[O:14])=[CH:7][CH:8]=2)[N:3]=1, predict the reactants needed to synthesize it. The reactants are: O[C:2]1[N:11]=C(O)[C:9]2[C:4](=[CH:5][C:6]([C:13]([O:15][CH3:16])=[O:14])=[CH:7][CH:8]=2)[N:3]=1.O=P(Cl)(Cl)Cl.P(Cl)(Cl)(Cl)(Cl)[Cl:23].C([O-])(O)=O.[Na+].[CH2:33]([Cl:35])Cl. (4) The reactants are: [CH3:1][O:2][C:3]1[C:11]([O:12]C)=[CH:10][C:6]([C:7]([OH:9])=[O:8])=[C:5]([N+:14]([O-:16])=[O:15])[CH:4]=1.Cl. Given the product [OH:12][C:11]1[C:3]([O:2][CH3:1])=[CH:4][C:5]([N+:14]([O-:16])=[O:15])=[C:6]([CH:10]=1)[C:7]([OH:9])=[O:8], predict the reactants needed to synthesize it. (5) Given the product [CH2:17]([O:16][C:15]1[C:10]([OH:9])=[C:11]([C:20](=[O:22])[CH2:21][C:31]([N:23]2[CH2:24][CH2:25][O:29][CH2:27][CH2:28]2)=[O:33])[CH:12]=[CH:13][CH:14]=1)[CH:18]=[CH2:19], predict the reactants needed to synthesize it. The reactants are: N1(C([O:9][C:10]2[C:15]([O:16][CH2:17][CH:18]=[CH2:19])=[CH:14][CH:13]=[CH:12][C:11]=2[C:20](=[O:22])[CH3:21])=O)CCOCC1.[N:23]1[CH:28]=[CH:27]C=[CH:25][CH:24]=1.[OH-:29].[K+].[C:31](O)(=[O:33])C. (6) Given the product [CH2:4]([C:3]1[CH:2]=[C:2]([B:7]([OH:12])[OH:8])[CH:3]=[CH:4][C:5]=1[C:2]#[C:3][C:4]1[CH:5]=[CH:4][C:3]([CH2:2][CH2:3][CH2:4][CH3:5])=[CH:2][CH:5]=1)[CH3:5], predict the reactants needed to synthesize it. The reactants are: [Br-].[CH2:2]([Li])[CH2:3][CH2:4][CH3:5].[B:7]([O:12]C)(OC)[O:8]C.Cl. (7) Given the product [CH:26]1([N:23]2[CH2:24][CH2:25][CH:20]([O:19][C:16]3[CH:15]=[CH:14][C:13]([N:11]4[CH:12]=[C:8]([N:7]5[CH2:2][CH2:3][CH2:4][C:5]5=[O:6])[CH:9]=[N:10]4)=[CH:18][CH:17]=3)[CH2:21][CH2:22]2)[CH2:27][CH2:33][CH2:28][CH2:29]1, predict the reactants needed to synthesize it. The reactants are: Cl[CH2:2][CH2:3][CH2:4][C:5]([NH:7][C:8]1[CH:9]=[N:10][N:11]([C:13]2[CH:18]=[CH:17][C:16]([O:19][CH:20]3[CH2:25][CH2:24][N:23]([CH:26]4[CH2:29][CH2:28][CH2:27]4)[CH2:22][CH2:21]3)=[CH:15][CH:14]=2)[CH:12]=1)=[O:6].[H-].[Na+].O1CCC[CH2:33]1. (8) Given the product [F:33][C:27]1[CH:28]=[CH:29][C:30]([F:32])=[CH:31][C:26]=1[CH2:25][N:8]([CH2:7][C:6]1[CH:22]=[CH:23][C:3]([O:2][CH3:1])=[CH:4][CH:5]=1)[S:9]([C:12]1[CH:13]=[CH:14][C:15]([C:16]([OH:18])=[O:17])=[CH:20][CH:21]=1)(=[O:10])=[O:11], predict the reactants needed to synthesize it. The reactants are: [CH3:1][O:2][C:3]1[CH:23]=[CH:22][C:6]([CH2:7][NH:8][S:9]([C:12]2[CH:21]=[CH:20][C:15]([C:16]([O:18]C)=[O:17])=[CH:14][CH:13]=2)(=[O:11])=[O:10])=[CH:5][CH:4]=1.Br[CH2:25][C:26]1[CH:31]=[C:30]([F:32])[CH:29]=[CH:28][C:27]=1[F:33]. (9) The reactants are: [F:1][C:2]1([CH3:38])[CH2:6][N:5](C(OCC2C=CC=CC=2)=O)[C@H:4]([C:17](=[O:37])[NH:18][CH2:19][C:20]2[CH:25]=[C:24]([C:26]3[CH:31]=[CH:30][C:29]([O:32][C:33]([F:36])([F:35])[F:34])=[CH:28][CH:27]=3)[N:23]=[CH:22][N:21]=2)[CH2:3]1.[H][H]. Given the product [F:1][C:2]1([CH3:38])[CH2:6][NH:5][C@H:4]([C:17]([NH:18][CH2:19][C:20]2[CH:25]=[C:24]([C:26]3[CH:27]=[CH:28][C:29]([O:32][C:33]([F:34])([F:35])[F:36])=[CH:30][CH:31]=3)[N:23]=[CH:22][N:21]=2)=[O:37])[CH2:3]1, predict the reactants needed to synthesize it.